This data is from Catalyst prediction with 721,799 reactions and 888 catalyst types from USPTO. The task is: Predict which catalyst facilitates the given reaction. (1) Reactant: [CH3:1][O:2][C:3]1[CH:4]=[C:5]([C:9](=O)[CH2:10][C:11]2[CH:16]=[CH:15][CH:14]=[CH:13][CH:12]=2)[CH:6]=[CH:7][CH:8]=1.[CH2:18]([O:20][C:21]1[CH:22]=[C:23]([CH:26]=[C:27]([N+:30]([O-:32])=[O:31])[C:28]=1[OH:29])[CH:24]=O)[CH3:19].[NH2:33][C:34]([NH2:36])=[O:35].Cl. Product: [CH2:18]([O:20][C:21]1[CH:22]=[C:23]([CH:24]2[C:10]([C:11]3[CH:16]=[CH:15][CH:14]=[CH:13][CH:12]=3)=[C:9]([C:5]3[CH:6]=[CH:7][CH:8]=[C:3]([O:2][CH3:1])[CH:4]=3)[NH:36][C:34](=[O:35])[NH:33]2)[CH:26]=[C:27]([N+:30]([O-:32])=[O:31])[C:28]=1[OH:29])[CH3:19]. The catalyst class is: 14. (2) Reactant: [CH2:1]([O:3][C:4]1[CH:5]=[C:6]2[C:11](=[C:12]3[CH2:16][C:15]([CH3:18])([CH3:17])[O:14][C:13]=13)[C:10]([C:19]1[CH:24]=[CH:23][C:22]([CH2:25][C:26]([O:28]C)=[O:27])=[C:21]([NH:30][C:31]([C:33]3[CH:38]=[CH:37][CH:36]=[CH:35][N:34]=3)=[O:32])[CH:20]=1)=[N:9][C:8]([CH3:40])([CH3:39])[CH2:7]2)[CH3:2].[OH-].[Na+].Cl. Product: [CH2:1]([O:3][C:4]1[CH:5]=[C:6]2[C:11](=[C:12]3[CH2:16][C:15]([CH3:18])([CH3:17])[O:14][C:13]=13)[C:10]([C:19]1[CH:24]=[CH:23][C:22]([CH2:25][C:26]([OH:28])=[O:27])=[C:21]([NH:30][C:31]([C:33]3[CH:38]=[CH:37][CH:36]=[CH:35][N:34]=3)=[O:32])[CH:20]=1)=[N:9][C:8]([CH3:39])([CH3:40])[CH2:7]2)[CH3:2]. The catalyst class is: 5. (3) Reactant: [Cl:1][C:2]1[CH:10]=[CH:9][CH:8]=[C:7]2[C:3]=1[CH:4]=[CH:5][NH:6]2.[H-].[Na+].[Cl:13][CH2:14][CH2:15][CH:16](OS(C)(=O)=O)[C:17]1[CH:22]=[CH:21][CH:20]=[CH:19][CH:18]=1. Product: [Cl:1][C:2]1[CH:10]=[CH:9][CH:8]=[C:7]2[C:3]=1[CH:4]=[CH:5][N:6]2[C@H:16]([C:17]1[CH:22]=[CH:21][CH:20]=[CH:19][CH:18]=1)[CH2:15][CH2:14][Cl:13]. The catalyst class is: 3. (4) Reactant: [C:1]1([C:7]([C:22]2[CH:27]=[CH:26][CH:25]=[CH:24][CH:23]=2)([C:16]2[CH:21]=[CH:20][CH:19]=[CH:18][CH:17]=2)[NH:8][C@H:9]2[CH2:15][CH2:14][CH2:13][CH2:12][NH:11][CH2:10]2)[CH:6]=[CH:5][CH:4]=[CH:3][CH:2]=1.[C:28](O[C:28]([O:30][C:31]([CH3:34])([CH3:33])[CH3:32])=[O:29])([O:30][C:31]([CH3:34])([CH3:33])[CH3:32])=[O:29]. Product: [C:22]1([C:7]([NH:8][C@H:9]2[CH2:15][CH2:14][CH2:13][CH2:12][N:11]([C:28]([O:30][C:31]([CH3:34])([CH3:33])[CH3:32])=[O:29])[CH2:10]2)([C:1]2[CH:6]=[CH:5][CH:4]=[CH:3][CH:2]=2)[C:16]2[CH:17]=[CH:18][CH:19]=[CH:20][CH:21]=2)[CH:23]=[CH:24][CH:25]=[CH:26][CH:27]=1. The catalyst class is: 1.